This data is from Catalyst prediction with 721,799 reactions and 888 catalyst types from USPTO. The task is: Predict which catalyst facilitates the given reaction. (1) Reactant: [Li+].CC([N-]C(C)C)C.[Br:9][C:10]1[CH:11]=[N:12][CH:13]=[C:14]([Cl:16])[CH:15]=1.[CH:17](OCC)=[O:18].C([O-])(O)=O.[Na+]. Product: [Br:9][C:10]1[CH:11]=[N:12][CH:13]=[C:14]([Cl:16])[C:15]=1[CH:17]=[O:18]. The catalyst class is: 1. (2) Reactant: [SH:1][C:2]1[N:7]=[CH:6][CH:5]=[CH:4][N:3]=1.[OH-].[Li+].[I-].[Na+].[C:12]([C:16]1[N:21]=[C:20]([N:22]2[CH2:27][CH2:26][N:25]([CH2:28][CH2:29][CH2:30][Cl:31])[CH2:24][CH2:23]2)[CH:19]=[C:18]([CH:32]2[CH2:35][CH2:34][CH2:33]2)[N:17]=1)([CH3:15])([CH3:14])[CH3:13]. Product: [ClH:31].[C:12]([C:16]1[N:17]=[C:18]([CH:32]2[CH2:33][CH2:34][CH2:35]2)[CH:19]=[C:20]([N:22]2[CH2:27][CH2:26][N:25]([CH2:28][CH2:29][CH2:30][S:1][C:2]3[N:7]=[CH:6][CH:5]=[CH:4][N:3]=3)[CH2:24][CH2:23]2)[N:21]=1)([CH3:15])([CH3:13])[CH3:14].[ClH:31]. The catalyst class is: 9. (3) Reactant: Cl.[NH2:2][OH:3].[OH-].[Na+].[C:6](#[N:19])[CH2:7][CH2:8][CH2:9][CH2:10][CH2:11][CH2:12][CH2:13][CH2:14][CH2:15][CH2:16][CH2:17][CH3:18].NO. Product: [OH:3][N:2]=[C:6]([NH2:19])[CH2:7][CH2:8][CH2:9][CH2:10][CH2:11][CH2:12][CH2:13][CH2:14][CH2:15][CH2:16][CH2:17][CH3:18]. The catalyst class is: 8. (4) Reactant: [C:1]([N:9]=[C:10]=[S:11])(=[O:8])[C:2]1[CH:7]=[CH:6][CH:5]=[CH:4][CH:3]=1.[NH2:12][C@@:13]1([C:24]2[CH:29]=[C:28]([Br:30])[CH:27]=[CH:26][C:25]=2[F:31])[CH2:18][O:17][C@@H:16]([CH:19]2[CH2:21][CH2:20]2)[CH2:15][C@H:14]1[CH2:22][OH:23]. Product: [Br:30][C:28]1[CH:27]=[CH:26][C:25]([F:31])=[C:24]([C@@:13]2([NH:12][C:10]([NH:9][C:1](=[O:8])[C:2]3[CH:7]=[CH:6][CH:5]=[CH:4][CH:3]=3)=[S:11])[C@H:14]([CH2:22][OH:23])[CH2:15][C@H:16]([CH:19]3[CH2:20][CH2:21]3)[O:17][CH2:18]2)[CH:29]=1. The catalyst class is: 4. (5) Reactant: [CH3:1][S:2]([C:5]1[CH:10]=[CH:9][C:8]([N:11]2[CH:16]=[CH:15][C:14]([O:17][CH:18]3[CH2:23][CH2:22][N:21](C(OC(C)(C)C)=O)[CH2:20][CH2:19]3)=[CH:13][C:12]2=[O:31])=[CH:7][CH:6]=1)(=[O:4])=[O:3].[ClH:32]. Product: [ClH:32].[CH3:1][S:2]([C:5]1[CH:10]=[CH:9][C:8]([N:11]2[CH:16]=[CH:15][C:14]([O:17][CH:18]3[CH2:23][CH2:22][NH:21][CH2:20][CH2:19]3)=[CH:13][C:12]2=[O:31])=[CH:7][CH:6]=1)(=[O:3])=[O:4]. The catalyst class is: 5. (6) The catalyst class is: 699. Product: [C:21]([C:17]1[CH:18]=[CH:19][C:20]([C:9]2([OH:13])[C:10](=[O:11])[C:4]3[C:5](=[CH:6][CH:1]=[CH:2][CH:3]=3)[C:7]2=[O:8])=[C:15]([OH:14])[CH:16]=1)(=[O:23])[CH3:22]. Reactant: [CH:1]1[CH:6]=[C:5]2[C:7]([C:9]([OH:13])(O)[C:10](=[O:11])[C:4]2=[CH:3][CH:2]=1)=[O:8].[OH:14][C:15]1[CH:16]=[C:17]([C:21](=[O:23])[CH3:22])[CH:18]=[CH:19][CH:20]=1. (7) Reactant: [Cl:1][C:2]1[CH:7]=[CH:6][CH:5]=[C:4]([CH2:8]Br)[N:3]=1.[CH3:10][O:11][CH2:12][CH2:13][NH:14][CH3:15].C(=O)([O-])[O-].[K+].[K+]. Product: [Cl:1][C:2]1[N:3]=[C:4]([CH2:8][N:14]([CH2:13][CH2:12][O:11][CH3:10])[CH3:15])[CH:5]=[CH:6][CH:7]=1. The catalyst class is: 10. (8) Reactant: [CH3:1][O:2][C:3]1[CH:11]=[CH:10][C:6]([C:7](Cl)=[O:8])=[CH:5][C:4]=1[C:12]([F:15])([F:14])[F:13].[CH2:16]([N:23]1[CH2:27][C@@H:26]([C:28]2[CH:33]=[CH:32][C:31]([Cl:34])=[C:30]([Cl:35])[CH:29]=2)[C@H:25]([NH:36][CH3:37])[CH2:24]1)[C:17]1[CH:22]=[CH:21][CH:20]=[CH:19][CH:18]=1.C(N(C(C)C)C(C)C)C. Product: [CH2:16]([N:23]1[CH2:27][C@@H:26]([C:28]2[CH:33]=[CH:32][C:31]([Cl:34])=[C:30]([Cl:35])[CH:29]=2)[C@H:25]([N:36]([CH3:37])[C:7](=[O:8])[C:6]2[CH:10]=[CH:11][C:3]([O:2][CH3:1])=[C:4]([C:12]([F:15])([F:14])[F:13])[CH:5]=2)[CH2:24]1)[C:17]1[CH:18]=[CH:19][CH:20]=[CH:21][CH:22]=1. The catalyst class is: 2. (9) Reactant: C(=O)([O-])[O-].[Na+].[Na+].[N:7]1[C:14](Cl)=[N:13][C:11](Cl)=[N:10][C:8]=1Cl.[CH2:16]([NH:19][CH2:20][CH:21]=[CH2:22])[CH:17]=[CH2:18].[OH-].[Na+]. Product: [CH2:16]([N:19]([C:8]1[N:10]=[C:11]([N:19]([CH2:20][CH:21]=[CH2:22])[CH2:16][CH:17]=[CH2:18])[N:13]=[C:14]([N:19]([CH2:20][CH:21]=[CH2:22])[CH2:16][CH:17]=[CH2:18])[N:7]=1)[CH2:20][CH:21]=[CH2:22])[CH:17]=[CH2:18]. The catalyst class is: 12.